This data is from Full USPTO retrosynthesis dataset with 1.9M reactions from patents (1976-2016). The task is: Predict the reactants needed to synthesize the given product. (1) Given the product [C:3]12([CH2:2][NH:1][C:15]3[C:14]([Cl:13])=[CH:26][C:18]([C:19]([NH:21][S:22]([CH3:25])(=[O:24])=[O:23])=[O:20])=[C:17]([F:27])[CH:16]=3)[CH2:12][CH:7]3[CH2:6][CH:5]([CH2:11][CH:9]([CH2:8]3)[CH2:10]1)[CH2:4]2, predict the reactants needed to synthesize it. The reactants are: [NH2:1][CH2:2][C:3]12[CH2:12][CH:7]3[CH2:8][CH:9]([CH2:11][CH:5]([CH2:6]3)[CH2:4]1)[CH2:10]2.[Cl:13][C:14]1[C:15](F)=[CH:16][C:17]([F:27])=[C:18]([CH:26]=1)[C:19]([NH:21][S:22]([CH3:25])(=[O:24])=[O:23])=[O:20].C(=O)([O-])[O-].[K+].[K+]. (2) Given the product [F:31][C:32]1[CH:40]=[CH:39][C:35]([C:36]([NH:12][C:10]2[S:11][C:7]3[C:6]([N:13]([CH2:27][C:26]4[CH:29]=[CH:30][C:23]([O:22][CH3:21])=[CH:24][CH:25]=4)[CH3:14])=[CH:5][CH:4]=[C:3]([O:2][CH3:1])[C:8]=3[N:9]=2)=[O:37])=[CH:34][CH:33]=1, predict the reactants needed to synthesize it. The reactants are: [CH3:1][O:2][C:3]1[C:8]2[N:9]=[C:10]([NH2:12])[S:11][C:7]=2[C:6]([NH:13][CH3:14])=[CH:5][CH:4]=1.C(=O)([O-])[O-].[K+].[K+].[CH3:21][O:22][C:23]1[CH:30]=[CH:29][C:26]([CH2:27]Cl)=[CH:25][CH:24]=1.[F:31][C:32]1[CH:40]=[CH:39][C:35]([C:36](O)=[O:37])=[CH:34][CH:33]=1.CN(C(ON1N=NC2C=CC=NC1=2)=[N+](C)C)C.F[P-](F)(F)(F)(F)F.C(N(C(C)C)C(C)C)C. (3) The reactants are: Cl[C:2]1[CH:14]=[CH:13][C:5]([C:6]([O:8][C:9]([CH3:12])([CH3:11])[CH3:10])=[O:7])=[C:4]([N+:15]([O-:17])=[O:16])[CH:3]=1.[F:18][C:19]1[CH:24]=[C:23]([F:25])[CH:22]=[CH:21][C:20]=1B(O)O.C(=O)([O-])[O-].[Cs+].[Cs+]. Given the product [F:18][C:19]1[CH:24]=[C:23]([F:25])[CH:22]=[CH:21][C:20]=1[C:2]1[CH:14]=[CH:13][C:5]([C:6]([O:8][C:9]([CH3:12])([CH3:11])[CH3:10])=[O:7])=[C:4]([N+:15]([O-:17])=[O:16])[CH:3]=1, predict the reactants needed to synthesize it.